From a dataset of Reaction yield outcomes from USPTO patents with 853,638 reactions. Predict the reaction yield, written as a fraction of the theoretical maximum amount of product (1.0 means a 100% yield; for example, 0.34 means a 34% yield). (1) The reactants are [F:1][C:2]([F:33])([C:17]([F:32])([F:31])[C:18]([F:30])([F:29])[C:19]([F:28])([F:27])[C:20]([F:26])([F:25])[C:21]([F:24])([F:23])[F:22])[CH2:3][CH2:4][O:5][CH2:6][CH2:7][CH2:8][CH2:9][CH2:10][CH2:11][CH2:12][CH2:13][CH2:14][CH:15]=[CH2:16].CO.[S:36]1C=CC=C1CC(O)=O.Cl.Cl.N(C(C)(C)C(N)=N)=NC(C)(C)C(N)=N.[C:61]([O:64]CC)(=O)[CH3:62].CCCCCC. No catalyst specified. The product is [F:1][C:2]([F:33])([C:17]([F:31])([F:32])[C:18]([F:29])([F:30])[C:19]([F:27])([F:28])[C:20]([F:25])([F:26])[C:21]([F:23])([F:24])[F:22])[CH2:3][CH2:4][O:5][CH:6]([S:36][C:61](=[O:64])[CH3:62])[CH2:7][CH2:8][CH2:9][CH2:10][CH2:11][CH2:12][CH2:13][CH2:14][CH2:15][CH3:16]. The yield is 0.760. (2) The reactants are [CH3:1][O:2][C:3]1[CH:4]=[C:5]2[C:10](=[CH:11][C:12]=1[O:13][CH3:14])[N:9]=[CH:8][CH:7]=[C:6]2[N:15]1[CH2:21][C:20]2[CH:22]=[C:23]([C:26]3[CH:32]=[CH:31][C:29]([NH2:30])=[C:28]([N+:33]([O-])=O)[CH:27]=3)[CH:24]=[CH:25][C:19]=2[O:18][CH2:17][CH2:16]1. The catalyst is CO.[Pd]. The product is [CH3:1][O:2][C:3]1[CH:4]=[C:5]2[C:10](=[CH:11][C:12]=1[O:13][CH3:14])[N:9]=[CH:8][CH:7]=[C:6]2[N:15]1[CH2:21][C:20]2[CH:22]=[C:23]([C:26]3[CH:27]=[C:28]([NH2:33])[C:29]([NH2:30])=[CH:31][CH:32]=3)[CH:24]=[CH:25][C:19]=2[O:18][CH2:17][CH2:16]1. The yield is 0.770. (3) The product is [CH2:29]([O:28][C:19]1[CH:18]=[C:17]2[C:22](=[C:21]3[CH2:23][C:24]([CH3:27])([CH3:26])[O:25][C:20]=13)[C:13]([C:11]1[CH:10]=[CH:9][C:4]([C:5]([O:7][CH3:8])=[O:6])=[C:3]([NH:2][C:34]3[CH:39]=[CH:38][CH:37]=[CH:36][CH:35]=3)[CH:12]=1)=[N:14][C:15]([CH3:31])([CH3:32])[CH2:16]2)[CH3:30]. The catalyst is C1(C)C(C)=CC=CC=1.C([O-])(=O)C.[Pd+2].C([O-])(=O)C. The reactants are Cl.[NH2:2][C:3]1[CH:12]=[C:11]([C:13]2[C:22]3[C:17](=[CH:18][C:19]([O:28][CH2:29][CH3:30])=[C:20]4[O:25][C:24]([CH3:27])([CH3:26])[CH2:23][C:21]4=3)[CH2:16][C:15]([CH3:32])([CH3:31])[N:14]=2)[CH:10]=[CH:9][C:4]=1[C:5]([O:7][CH3:8])=[O:6].Br[C:34]1[CH:39]=[CH:38][CH:37]=[CH:36][CH:35]=1.C(=O)([O-])[O-].[Cs+].[Cs+].C1(P(C2C=CC=CC=2)C2C=CC3C(=CC=CC=3)C=2C2C3C(=CC=CC=3)C=CC=2P(C2C=CC=CC=2)C2C=CC=CC=2)C=CC=CC=1.C(=O)([O-])O.[Na+]. The yield is 0.420. (4) The reactants are FC(F)(F)C(O)=O.[Cl:8][C:9]1[CH:21]=[C:20]([O:22][C:23]2[CH:24]=[N:25][C:26]([CH:30]3[CH2:32][CH2:31]3)=[C:27]([Cl:29])[CH:28]=2)[C:19]([Cl:33])=[CH:18][C:10]=1[C:11]([O:13]C(C)(C)C)=[O:12]. The yield is 1.00. The catalyst is ClCCl. The product is [Cl:8][C:9]1[CH:21]=[C:20]([O:22][C:23]2[CH:24]=[N:25][C:26]([CH:30]3[CH2:32][CH2:31]3)=[C:27]([Cl:29])[CH:28]=2)[C:19]([Cl:33])=[CH:18][C:10]=1[C:11]([OH:13])=[O:12]. (5) The reactants are [CH2:1]([NH:4][C:5]1[C:14]2[C:9](=[CH:10][CH:11]=[C:12]([N+:15]([O-:17])=[O:16])[CH:13]=2)[N:8]=[C:7](Cl)[N:6]=1)[CH:2]=[CH2:3].[CH2:19]([NH:22][CH2:23][CH:24]=[CH2:25])[CH:20]=[CH2:21]. The catalyst is O. The product is [CH2:1]([NH:4][C:5]1[C:14]2[C:9](=[CH:10][CH:11]=[C:12]([N+:15]([O-:17])=[O:16])[CH:13]=2)[N:8]=[C:7]([N:22]([CH2:23][CH:24]=[CH2:25])[CH2:19][CH:20]=[CH2:21])[N:6]=1)[CH:2]=[CH2:3]. The yield is 0.885. (6) The reactants are FC(F)(F)C(O)=O.[C:8]1([C:28]2[CH:33]=[CH:32][CH:31]=[CH:30][CH:29]=2)[CH:13]=[CH:12][C:11]([CH2:14][C@H:15]([NH:20]C(OC(C)(C)C)=O)[C:16]([O:18][CH3:19])=[O:17])=[CH:10][CH:9]=1. The catalyst is C(Cl)Cl. The product is [NH2:20][C@@H:15]([CH2:14][C:11]1[CH:12]=[CH:13][C:8]([C:28]2[CH:33]=[CH:32][CH:31]=[CH:30][CH:29]=2)=[CH:9][CH:10]=1)[C:16]([O:18][CH3:19])=[O:17]. The yield is 1.00. (7) The reactants are [CH2:1]1[C:10]2[C:5](=[CH:6][CH:7]=[CH:8][CH:9]=2)[CH2:4][CH2:3][N:2]1[CH2:11][CH2:12][NH2:13].Br[CH2:15][C:16]1[C:26]([N+:27]([O-:29])=[O:28])=[CH:25][CH:24]=[CH:23][C:17]=1[C:18](OCC)=[O:19].C([O-])(O)=O.[Na+]. The catalyst is ClCCl. The product is [CH2:1]1[C:10]2[C:5](=[CH:6][CH:7]=[CH:8][CH:9]=2)[CH2:4][CH2:3][N:2]1[CH2:11][CH2:12][N:13]1[CH2:15][C:16]2[C:17](=[CH:23][CH:24]=[CH:25][C:26]=2[N+:27]([O-:29])=[O:28])[C:18]1=[O:19]. The yield is 0.570. (8) The reactants are [CH3:1][C@@:2]1([CH2:5][O:6][C:7]2[CH:12]=[CH:11][CH:10]=[CH:9][C:8]=2[CH2:13][C:14]([O:16][CH3:17])=[O:15])[CH2:4][O:3]1.[Cl:18][C:19]1[CH:32]=[CH:31][C:22]([CH2:23][N:24]2[CH2:29][CH2:28][CH:27]([NH2:30])[CH2:26][CH2:25]2)=[CH:21][CH:20]=1. The catalyst is CO. The product is [Cl:18][C:19]1[CH:20]=[CH:21][C:22]([CH2:23][N:24]2[CH2:25][CH2:26][CH:27]([NH:30][CH2:4][C@@:2]([OH:3])([CH3:1])[CH2:5][O:6][C:7]3[CH:12]=[CH:11][CH:10]=[CH:9][C:8]=3[CH2:13][C:14]([O:16][CH3:17])=[O:15])[CH2:28][CH2:29]2)=[CH:31][CH:32]=1. The yield is 0.790. (9) The reactants are [F:1][C:2]1[CH:7]=[CH:6][C:5]([C:8]2[C:17]([NH:18][C@H:19]([C:21]3[CH:26]=[CH:25][CH:24]=[CH:23][CH:22]=3)[CH3:20])=[N:16][C:15]3[C:10](=[CH:11][CH:12]=[C:13]([C:27]([O:29]C)=[O:28])[CH:14]=3)[N:9]=2)=[CH:4][CH:3]=1.[H-].[Na+].[CH3:33]I. The catalyst is O1CCCC1. The product is [F:1][C:2]1[CH:7]=[CH:6][C:5]([C:8]2[C:17]([N:18]([CH3:33])[C@H:19]([C:21]3[CH:26]=[CH:25][CH:24]=[CH:23][CH:22]=3)[CH3:20])=[N:16][C:15]3[C:10](=[CH:11][CH:12]=[C:13]([C:27]([OH:29])=[O:28])[CH:14]=3)[N:9]=2)=[CH:4][CH:3]=1. The yield is 0.480. (10) The reactants are [I:1][C:2]1[CH:7]=[CH:6][N:5]([C:8]2[CH:13]=[CH:12][CH:11]=[CH:10][CH:9]=2)[C:4](=[O:14])[C:3]=1[C:15]([O:17]C)=[O:16].O.[OH-].[Na+]. The catalyst is O1CCOCC1. The product is [I:1][C:2]1[CH:7]=[CH:6][N:5]([C:8]2[CH:13]=[CH:12][CH:11]=[CH:10][CH:9]=2)[C:4](=[O:14])[C:3]=1[C:15]([OH:17])=[O:16]. The yield is 0.800.